Dataset: Catalyst prediction with 721,799 reactions and 888 catalyst types from USPTO. Task: Predict which catalyst facilitates the given reaction. (1) Reactant: FC(F)(F)C(O)=O.[C:8]([C:11]1[CH:12]=[C:13]([C:40]2[CH:45]=[CH:44][CH:43]=[C:42]([O:46][CH3:47])[CH:41]=2)[CH:14]=[C:15]2[C:23]=1[NH:22][C:21]1[CH:20]=[C:19]([C:24]([N:26]3[CH2:32][CH2:31][CH2:30][N:29](C(OC(C)(C)C)=O)[CH2:28][CH2:27]3)=[O:25])[CH:18]=[CH:17][C:16]2=1)(=[O:10])[NH2:9]. Product: [N:26]1([C:24]([C:19]2[CH:20]=[C:21]3[C:16]([C:15]4[CH:14]=[C:13]([C:40]5[CH:45]=[CH:44][CH:43]=[C:42]([O:46][CH3:47])[CH:41]=5)[CH:12]=[C:11]([C:8]([NH2:9])=[O:10])[C:23]=4[NH:22]3)=[CH:17][CH:18]=2)=[O:25])[CH2:32][CH2:31][CH2:30][NH:29][CH2:28][CH2:27]1. The catalyst class is: 2. (2) Reactant: [CH3:1][O:2][CH2:3][C:4](Cl)=[O:5].[O:7]1[C:11]2[CH:12]=[CH:13][CH:14]=[CH:15][C:10]=2[N:9]=[C:8]1[C:16]1[C:17]([NH2:33])=[N:18][CH:19]=[C:20]([C:22]2[CH:23]=[N:24][N:25]([CH:27]3[CH2:32][CH2:31][NH:30][CH2:29][CH2:28]3)[CH:26]=2)[CH:21]=1.C(N(C(C)C)C(C)C)C1C=CC=CC=1. Product: [NH2:33][C:17]1[N:18]=[CH:19][C:20]([C:22]2[CH:23]=[N:24][N:25]([CH:27]3[CH2:32][CH2:31][N:30]([C:4](=[O:5])[CH2:3][O:2][CH3:1])[CH2:29][CH2:28]3)[CH:26]=2)=[CH:21][C:16]=1[C:8]1[O:7][C:11]2[CH:12]=[CH:13][CH:14]=[CH:15][C:10]=2[N:9]=1. The catalyst class is: 410. (3) Reactant: [Cl:1][C:2]1[CH:7]=[CH:6][C:5]([S:8]([CH:11]([C:24]2[CH:29]=[C:28]([F:30])[CH:27]=[CH:26][C:25]=2[F:31])[C:12]2[N:17]=[CH:16][C:15]([CH2:18][CH2:19][C:20]([O:22]C)=[O:21])=[CH:14][CH:13]=2)(=[O:10])=[O:9])=[CH:4][CH:3]=1.[OH-].[Li+].S([O-])(O)(=O)=O.[Na+]. Product: [Cl:1][C:2]1[CH:7]=[CH:6][C:5]([S:8]([CH:11]([C:24]2[CH:29]=[C:28]([F:30])[CH:27]=[CH:26][C:25]=2[F:31])[C:12]2[N:17]=[CH:16][C:15]([CH2:18][CH2:19][C:20]([OH:22])=[O:21])=[CH:14][CH:13]=2)(=[O:10])=[O:9])=[CH:4][CH:3]=1. The catalyst class is: 7. (4) The catalyst class is: 266. Product: [CH3:7][O:8][C:9]1[CH:10]=[CH:11][C:12]([C:15]2[C:23]3[C:22]([O:24][CH2:25][CH:26]4[CH2:30][CH2:29][CH2:28][N:27]4[CH2:2][CH2:3][CH2:4][C:5]#[N:6])=[N:21][CH:20]=[N:19][C:18]=3[O:17][C:16]=2[C:31]2[CH:36]=[CH:35][CH:34]=[CH:33][CH:32]=2)=[CH:13][CH:14]=1. Reactant: Br[CH2:2][CH2:3][CH2:4][C:5]#[N:6].[CH3:7][O:8][C:9]1[CH:14]=[CH:13][C:12]([C:15]2[C:23]3[C:22]([O:24][CH2:25][CH:26]4[CH2:30][CH2:29][CH2:28][NH:27]4)=[N:21][CH:20]=[N:19][C:18]=3[O:17][C:16]=2[C:31]2[CH:36]=[CH:35][CH:34]=[CH:33][CH:32]=2)=[CH:11][CH:10]=1.C(N(C(C)C)CC)(C)C.[I-].[K+]. (5) Reactant: C([O:8][C:9]1[C:17]2[N:16]=[C:15]([CH2:18][CH3:19])[N:14]([CH2:20][C:21]3[CH:26]=[CH:25][CH:24]=[CH:23][N:22]=3)[C:13]=2[CH:12]=[CH:11][CH:10]=1)C1C=CC=CC=1. Product: [CH2:18]([C:15]1[N:14]([CH2:20][C:21]2[CH:26]=[CH:25][CH:24]=[CH:23][N:22]=2)[C:13]2[CH:12]=[CH:11][CH:10]=[C:9]([OH:8])[C:17]=2[N:16]=1)[CH3:19]. The catalyst class is: 29.